This data is from Catalyst prediction with 721,799 reactions and 888 catalyst types from USPTO. The task is: Predict which catalyst facilitates the given reaction. (1) Reactant: C(OC([N:8]1[CH2:13][CH2:12][CH:11]([O:14][C:15]2[CH:20]=[CH:19][C:18]([C:21](=O)[CH2:22][CH2:23][C:24]([OH:26])=O)=[CH:17][CH:16]=2)[CH2:10][CH2:9]1)=O)(C)(C)C.[NH:28]([C:30]1[CH:35]=[CH:34][CH:33]=[CH:32][N:31]=1)[NH2:29]. Product: [NH:8]1[CH2:9][CH2:10][CH:11]([O:14][C:15]2[CH:16]=[CH:17][C:18]([C:21]3[CH2:22][CH2:23][C:24](=[O:26])[N:28]([C:30]4[CH:35]=[CH:34][CH:33]=[CH:32][N:31]=4)[N:29]=3)=[CH:19][CH:20]=2)[CH2:12][CH2:13]1. The catalyst class is: 15. (2) Reactant: C([N:8]1[CH2:14][C:13]2[CH:15]=[CH:16][C:17]([O:19][C:20]3[CH:25]=[CH:24][CH:23]=[C:22]([Cl:26])[CH:21]=3)=[N:18][C:12]=2[O:11][CH2:10][CH2:9]1)C1C=CC=CC=1.ClC(OC(Cl)C)=O. Product: [ClH:26].[Cl:26][C:22]1[CH:21]=[C:20]([CH:25]=[CH:24][CH:23]=1)[O:19][C:17]1[CH:16]=[CH:15][C:13]2[CH2:14][NH:8][CH2:9][CH2:10][O:11][C:12]=2[N:18]=1. The catalyst class is: 68. (3) Reactant: [Cl:1]/[CH:2]=[CH:3]\Cl.[CH3:5][CH:6]([CH2:18][CH2:19][CH:20]=[C:21]([CH3:23])[CH3:22])[CH2:7][CH2:8][O:9][CH2:10][CH2:11][CH2:12][CH2:13][CH2:14][CH2:15]C=C. Product: [Cl:1]/[CH:2]=[CH:3]\[CH2:15][CH2:14][CH2:13][CH2:12][CH2:11][CH2:10][O:9][CH2:8][CH2:7][CH:6]([CH3:5])[CH2:18][CH2:19][CH:20]=[C:21]([CH3:22])[CH3:23]. The catalyst class is: 48. (4) Reactant: [CH3:1][N:2]([CH2:4][C:5]1[C:13]2[C:8](=[N:9][CH:10]=[C:11]([C:14]#[N:15])[CH:12]=2)[NH:7][CH:6]=1)[CH3:3].[C:16]([O:20][C:21](O[C:21]([O:20][C:16]([CH3:19])([CH3:18])[CH3:17])=[O:22])=[O:22])([CH3:19])([CH3:18])[CH3:17].C(N(CC)CC)C. Product: [C:16]([O:20][C:21]([N:7]1[C:8]2=[N:9][CH:10]=[C:11]([C:14]#[N:15])[CH:12]=[C:13]2[C:5]([CH2:4][N:2]([CH3:1])[CH3:3])=[CH:6]1)=[O:22])([CH3:19])([CH3:18])[CH3:17]. The catalyst class is: 453. (5) Reactant: Br[C:2]1[CH:3]=[CH:4][C:5]2[N:6]([C:8]([S:11][C:12]3[CH:13]=[C:14]4[C:19](=[CH:20][CH:21]=3)[N:18]=[CH:17][C:16]([N:22]3[CH2:27][CH2:26][CH:25]([O:28][Si:29]([C:32]([CH3:35])([CH3:34])[CH3:33])([CH3:31])[CH3:30])[CH2:24][CH2:23]3)=[CH:15]4)=[N:9][N:10]=2)[CH:7]=1.[Sn].[O:37]1[CH2:42][CH2:41]O[CH2:39][CH2:38]1. Product: [Si:29]([O:28][CH:25]1[CH2:26][CH2:27][N:22]([C:16]2[CH:17]=[N:18][C:19]3[C:14]([CH:15]=2)=[CH:13][C:12]([S:11][C:8]2[N:6]4[CH:7]=[C:2]([C:38]([O:37][CH2:42][CH3:41])=[CH2:39])[CH:3]=[CH:4][C:5]4=[N:10][N:9]=2)=[CH:21][CH:20]=3)[CH2:23][CH2:24]1)([C:32]([CH3:35])([CH3:34])[CH3:33])([CH3:31])[CH3:30]. The catalyst class is: 235.